Task: Predict the reactants needed to synthesize the given product.. Dataset: Full USPTO retrosynthesis dataset with 1.9M reactions from patents (1976-2016) (1) Given the product [Br:39][CH2:15][C:13]1[CH:12]=[CH:11][N:10]=[C:9]([C:4]2[CH:5]=[CH:6][CH:7]=[CH:8][C:3]=2[C:2]([F:18])([F:17])[F:1])[CH:14]=1, predict the reactants needed to synthesize it. The reactants are: [F:1][C:2]([F:18])([F:17])[C:3]1[CH:8]=[CH:7][CH:6]=[CH:5][C:4]=1[C:9]1[CH:14]=[C:13]([CH2:15]O)[CH:12]=[CH:11][N:10]=1.C1(P(C2C=CC=CC=2)C2C=CC=CC=2)C=CC=CC=1.C(Br)(Br)(Br)[Br:39]. (2) Given the product [Cl:1][C:2]1[CH:32]=[CH:31][C:5]([C:6]2[S:42][C:10]([C:16]3[CH:29]=[CH:28][C:19]([NH2:20])=[C:18]([CH3:30])[CH:17]=3)([C:11]([F:14])([F:13])[F:12])[CH2:9][N:8]=2)=[CH:4][CH:3]=1, predict the reactants needed to synthesize it. The reactants are: [Cl:1][C:2]1[CH:32]=[CH:31][C:5]([C:6]([NH:8][CH2:9][C:10]([C:16]2[CH:29]=[CH:28][C:19]([NH:20]C(=O)OC(C)(C)C)=[C:18]([CH3:30])[CH:17]=2)(O)[C:11]([F:14])([F:13])[F:12])=O)=[CH:4][CH:3]=1.COC1C=CC(P2(SP(C3C=CC(OC)=CC=3)(=S)S2)=[S:42])=CC=1. (3) Given the product [Cl:8][C:6]1[CH:5]=[CH:4][N:3]2[N:31]=[C:24]([C:25]3[CH:30]=[CH:29][CH:28]=[CH:27][CH:26]=3)[N:1]=[C:2]2[CH:7]=1, predict the reactants needed to synthesize it. The reactants are: [NH2:1][C:2]1[CH:7]=[C:6]([Cl:8])[CH:5]=[CH:4][N:3]=1.O.N1C2C(=CC=C3C=2N=CC=C3)C=CC=1.[C:24](#[N:31])[C:25]1[CH:30]=[CH:29][CH:28]=[CH:27][CH:26]=1. (4) Given the product [C:1]([C:3]1[CH:4]=[C:5]([CH:9]2[CH2:10][CH2:11][N:12]([C:15]([O:17][C:18]([CH3:21])([CH3:20])[CH3:19])=[O:16])[CH2:13][CH2:14]2)[CH:6]=[CH:7][CH:8]=1)#[N:2], predict the reactants needed to synthesize it. The reactants are: [C:1]([C:3]1[CH:4]=[C:5]([C:9]2[CH2:10][CH2:11][N:12]([C:15]([O:17][C:18]([CH3:21])([CH3:20])[CH3:19])=[O:16])[CH2:13][CH:14]=2)[CH:6]=[CH:7][CH:8]=1)#[N:2].[H][H]. (5) Given the product [CH3:15][C:13]1([CH3:16])[O:12][C@@H:10]2[C@@H:9]([C@@H:8]([O:17][CH2:18][C:19]3[CH:24]=[CH:23][CH:22]=[CH:21][CH:20]=3)[C@@H:7]([C@H:5]([OH:6])[CH2:4][OH:3])[O:11]2)[O:14]1, predict the reactants needed to synthesize it. The reactants are: CC1(C)[O:6][CH:5]([CH:7]2[O:11][CH:10]3[O:12][C:13]([CH3:16])([CH3:15])[O:14][CH:9]3[CH:8]2[O:17][CH2:18][C:19]2[CH:24]=[CH:23][CH:22]=[CH:21][CH:20]=2)[CH2:4][O:3]1. (6) Given the product [Cl:8][C:9]1[C:10]([O:1][C:2]2[CH:3]=[N:4][CH:5]=[CH:6][CH:7]=2)=[CH:11][C:12]2[O:17][CH:16]([C:18]([F:20])([F:19])[F:21])[C:15]([C:22]([OH:24])=[O:23])=[CH:14][C:13]=2[CH:27]=1, predict the reactants needed to synthesize it. The reactants are: [OH:1][C:2]1[CH:3]=[N:4][CH:5]=[CH:6][CH:7]=1.[Cl:8][C:9]1[C:10](F)=[CH:11][C:12]2[O:17][CH:16]([C:18]([F:21])([F:20])[F:19])[C:15]([C:22]([O:24]CC)=[O:23])=[CH:14][C:13]=2[CH:27]=1.